Dataset: Reaction yield outcomes from USPTO patents with 853,638 reactions. Task: Predict the reaction yield, written as a fraction of the theoretical maximum amount of product (1.0 means a 100% yield; for example, 0.34 means a 34% yield). (1) The reactants are [C@@H:1]1([N:10]2[CH:17]=[CH:16][C:14](=[O:15])[NH:13][C:11]2=[O:12])[O:7][C@H:6]([CH2:8][OH:9])[C@@H:4]([OH:5])[C@@H:2]1[OH:3].[I:18]I.[N+]([O-])(O)=O. The catalyst is C(Cl)(Cl)Cl. The product is [C@@H:1]1([N:10]2[CH:17]=[C:16]([I:18])[C:14](=[O:15])[NH:13][C:11]2=[O:12])[O:7][C@H:6]([CH2:8][OH:9])[C@@H:4]([OH:5])[C@@H:2]1[OH:3]. The yield is 0.620. (2) The product is [C:39]([NH:38][C:36]1[S:37][C:33]2[C:32]([C:44]#[N:45])=[C:31]([O:30][C:29]3[CH:46]=[CH:47][C:48]([F:49])=[C:27]([NH:26][C:9](=[O:11])[C:8]4[CH:12]=[CH:13][CH:14]=[C:6]([C:3]([C:1]#[N:2])([CH3:4])[CH3:5])[CH:7]=4)[CH:28]=3)[CH:43]=[CH:42][C:34]=2[N:35]=1)(=[O:41])[CH3:40]. The yield is 0.280. The catalyst is O1CCCC1.C(OCC)(=O)C. The reactants are [C:1]([C:3]([C:6]1[CH:7]=[C:8]([CH:12]=[CH:13][CH:14]=1)[C:9]([OH:11])=O)([CH3:5])[CH3:4])#[N:2].C(Cl)(=O)C(Cl)=O.CN(C)C=O.[NH2:26][C:27]1[CH:28]=[C:29]([CH:46]=[CH:47][C:48]=1[F:49])[O:30][C:31]1[CH:43]=[CH:42][C:34]2[N:35]=[C:36]([NH:38][C:39](=[O:41])[CH3:40])[S:37][C:33]=2[C:32]=1[C:44]#[N:45].